Dataset: Reaction yield outcomes from USPTO patents with 853,638 reactions. Task: Predict the reaction yield, written as a fraction of the theoretical maximum amount of product (1.0 means a 100% yield; for example, 0.34 means a 34% yield). (1) The reactants are [C:1]([O:7][C:8]([CH3:11])([CH3:10])[CH3:9])(=[O:6])[CH2:2][C:3]([CH3:5])=O.[I:12][C:13]1[CH:20]=[CH:19][CH:18]=[CH:17][C:14]=1[CH:15]=O.[NH4+:21].[OH-:22]. The catalyst is CCO.C(Cl)Cl. The product is [I:12][C:13]1[CH:20]=[CH:19][CH:18]=[CH:17][C:14]=1[CH:15]1[C:2]([C:1]([O:7][C:8]([CH3:11])([CH3:10])[CH3:9])=[O:6])=[C:3]([CH3:5])[NH:21][C:3]([CH3:5])=[C:2]1[C:1]([O:7][C:8]([CH3:11])([CH3:10])[CH3:9])=[O:22]. The yield is 0.0400. (2) The reactants are Br[C:2]1[CH:3]=[N:4][CH:5]=[C:6]([N+:8]([O-:10])=[O:9])[CH:7]=1.[CH2:11](B1OC(C)(C)C(C)(C)O1)[C:12]1[CH:17]=[CH:16][CH:15]=[CH:14][CH:13]=1.[O-]P([O-])([O-])=O.[K+].[K+].[K+]. The catalyst is O1CCOCC1.C1C=CC(P(C2C=CC=CC=2)[C-]2C=CC=C2)=CC=1.C1C=CC(P(C2C=CC=CC=2)[C-]2C=CC=C2)=CC=1.Cl[Pd]Cl.[Fe+2]. The product is [CH2:11]([C:2]1[CH:3]=[N:4][CH:5]=[C:6]([N+:8]([O-:10])=[O:9])[CH:7]=1)[C:12]1[CH:17]=[CH:16][CH:15]=[CH:14][CH:13]=1. The yield is 0.370. (3) The reactants are [C:1]([O:5][CH:6]([C:12]1[C:16]([C:17]2[CH:18]=[CH:19][C:20]3[O:25][CH2:24][CH2:23][CH2:22][C:21]=3[CH:26]=2)=[C:15](Cl)[S:14][C:13]=1[CH3:28])[C:7]([O:9][CH2:10][CH3:11])=[O:8])([CH3:4])([CH3:3])[CH3:2].[CH3:29][C:30]([NH2:34])([C:32]#[CH:33])[CH3:31].C(=O)([O-])[O-].[Cs+].[Cs+].C1(P(C2CCCCC2)C2CCCCC2)CCCCC1.N12CCCN=C1CCCCC2. The catalyst is CN(C)C=O.C(OCC)(=O)C.Cl[Pd](Cl)([P](C1C=CC=CC=1)(C1C=CC=CC=1)C1C=CC=CC=1)[P](C1C=CC=CC=1)(C1C=CC=CC=1)C1C=CC=CC=1. The product is [NH2:34][C:30]([CH3:31])([CH3:29])[C:32]#[C:33][C:15]1[S:14][C:13]([CH3:28])=[C:12]([CH:6]([O:5][C:1]([CH3:4])([CH3:3])[CH3:2])[C:7]([O:9][CH2:10][CH3:11])=[O:8])[C:16]=1[C:17]1[CH:18]=[CH:19][C:20]2[O:25][CH2:24][CH2:23][CH2:22][C:21]=2[CH:26]=1. The yield is 0.370. (4) The reactants are [CH:1]([C:4]1[CH:9]=[CH:8][C:7]([C@@H:10]2[C:14]3[C:15]([CH3:30])=[C:16]([NH:22][C:23](=[O:29])[CH2:24][C:25]([CH3:28])([CH3:27])[CH3:26])[C:17]([CH3:21])=[C:18]([O:19]C)[C:13]=3[O:12][CH2:11]2)=[CH:6][CH:5]=1)([CH3:3])[CH3:2].B(Br)(Br)Br.C(=O)([O-])O.[Na+]. The catalyst is ClCCl. The product is [OH:19][C:18]1[C:13]2[O:12][CH2:11][C@H:10]([C:7]3[CH:6]=[CH:5][C:4]([CH:1]([CH3:2])[CH3:3])=[CH:9][CH:8]=3)[C:14]=2[C:15]([CH3:30])=[C:16]([NH:22][C:23](=[O:29])[CH2:24][C:25]([CH3:28])([CH3:27])[CH3:26])[C:17]=1[CH3:21]. The yield is 0.780. (5) The reactants are Cl[C:2]1[N:10]=[C:9](Cl)[CH:8]=[CH:7][C:3]=1[C:4]([NH2:6])=[O:5].C(O[C:17](=[O:24])[NH:18][C@H:19]1[CH2:23][CH2:22][NH:21][CH2:20]1)(C)(C)C.[F:25][C:26]1[CH:27]=[C:28]([NH2:32])[CH:29]=[N:30][CH:31]=1.[C:33](O)(=O)[CH:34]=C. No catalyst specified. The product is [C:17]([NH:18][C@H:19]1[CH2:23][CH2:22][N:21]([C:9]2[CH:8]=[CH:7][C:3]([C:4]([NH2:6])=[O:5])=[C:2]([NH:32][C:28]3[CH:29]=[N:30][CH:31]=[C:26]([F:25])[CH:27]=3)[N:10]=2)[CH2:20]1)(=[O:24])[CH:33]=[CH2:34]. The yield is 0.220. (6) The reactants are Br[C:2]1[C:3]2[S:11][C:10]([C:12]3[CH:17]=[CH:16][CH:15]=[CH:14][CH:13]=3)=[N:9][C:4]=2[C:5](=O)[NH:6][CH:7]=1.[Cu][C:19]#[N:20].O.[ClH:22]. The catalyst is CN(C)C=O.[Fe](Cl)(Cl)Cl. The product is [Cl:22][C:5]1[C:4]2[N:9]=[C:10]([C:12]3[CH:17]=[CH:16][CH:15]=[CH:14][CH:13]=3)[S:11][C:3]=2[C:2]([C:19]#[N:20])=[CH:7][N:6]=1. The yield is 0.300. (7) The reactants are Cl[CH2:2][C:3]1[N:12]=[C:11]([N:13]([C:15]2[CH:20]=[CH:19][C:18]([O:21][CH3:22])=[CH:17][CH:16]=2)[CH3:14])[C:10]2[C:5](=[CH:6][CH:7]=[C:8]([F:23])[CH:9]=2)[N:4]=1.ClC1C2C(=CC=C(F)C=2)N=C(CCl)[N:26]=1.COC1C=CC(NC)=CC=1. The catalyst is CC(O)C.Cl.C(Cl)Cl. The product is [NH2:26][CH2:2][C:3]1[N:12]=[C:11]([N:13]([C:15]2[CH:20]=[CH:19][C:18]([O:21][CH3:22])=[CH:17][CH:16]=2)[CH3:14])[C:10]2[C:5](=[CH:6][CH:7]=[C:8]([F:23])[CH:9]=2)[N:4]=1. The yield is 0.680.